This data is from Reaction yield outcomes from USPTO patents with 853,638 reactions. The task is: Predict the reaction yield, written as a fraction of the theoretical maximum amount of product (1.0 means a 100% yield; for example, 0.34 means a 34% yield). (1) The reactants are [C:1]1([S:7]([C:9]2[CH:14]=[CH:13][CH:12]=[CH:11][CH:10]=2)=O)[CH:6]=[CH:5][CH:4]=[CH:3][CH:2]=1.[Cl:15][C:16]1[CH:29]=[CH:28][C:27]2[S:26][C:25]3[C:20](=[CH:21][CH:22]=[CH:23][CH:24]=3)[C:19](=[O:30])[C:18]=2[CH:17]=1.FC(F)(F)S(OS(C(F)(F)F)(=O)=O)(=O)=O.[F:46][P-:47]([F:52])([F:51])([F:50])([F:49])[F:48].[K+]. The catalyst is O.ClCCl. The product is [F:46][P-:47]([F:52])([F:51])([F:50])([F:49])[F:48].[C:9]1([S+:7]([C:1]2[CH:2]=[CH:3][CH:4]=[CH:5][CH:6]=2)[C:22]2[CH:23]=[CH:24][C:25]3[S:26][C:27]4[C:18](=[CH:17][C:16]([Cl:15])=[CH:29][CH:28]=4)[C:19](=[O:30])[C:20]=3[CH:21]=2)[CH:10]=[CH:11][CH:12]=[CH:13][CH:14]=1. The yield is 0.0700. (2) The reactants are [CH:1]1[C:6]2[C:7]3[NH:8][C:9]4[C:14]([C:15]=3[CH:16]([C:18]([OH:20])=O)[S:17][C:5]=2[CH:4]=[CH:3][CH:2]=1)=[CH:13][CH:12]=[CH:11][CH:10]=4.[CH2:21]([NH:23][CH2:24][CH3:25])[CH3:22].F[P-](F)(F)(F)(F)F.Br[P+](N1CCCC1)(N1CCCC1)N1CCCC1.C(N(C(C)C)CC)(C)C. The catalyst is C(Cl)Cl. The product is [CH2:21]([N:23]([CH2:24][CH3:25])[C:18]([CH:16]1[C:15]2[C:14]3[C:9](=[CH:10][CH:11]=[CH:12][CH:13]=3)[NH:8][C:7]=2[C:6]2[CH:1]=[CH:2][CH:3]=[CH:4][C:5]=2[S:17]1)=[O:20])[CH3:22]. The yield is 0.540. (3) The reactants are [F-].C([N+](CCCC)(CCCC)CCCC)CCC.[Si]([O:26][CH2:27][CH2:28][N:29]1[CH2:34][CH2:33][CH2:32][N:31]([CH:35]2[CH2:40][CH2:39][N:38]([C:41](=[O:59])[C@H:42]([OH:58])[CH2:43][S:44]([C:47]3[CH:56]=[CH:55][C:54]4[C:49](=[CH:50][CH:51]=[C:52]([Cl:57])[CH:53]=4)[CH:48]=3)(=[O:46])=[O:45])[CH2:37][CH2:36]2)[C:30]1=[O:60])(C(C)(C)C)(C)C. The catalyst is C1COCC1. The product is [Cl:57][C:52]1[CH:53]=[C:54]2[C:49](=[CH:50][CH:51]=1)[CH:48]=[C:47]([S:44]([CH2:43][C@@H:42]([OH:58])[C:41]([N:38]1[CH2:37][CH2:36][CH:35]([N:31]3[CH2:32][CH2:33][CH2:34][N:29]([CH2:28][CH2:27][OH:26])[C:30]3=[O:60])[CH2:40][CH2:39]1)=[O:59])(=[O:45])=[O:46])[CH:56]=[CH:55]2. The yield is 0.540. (4) The reactants are CS(C1C=CC([N:14]2[CH2:18][CH2:17][CH2:16][CH2:15]2)=C(C=1)C(O)=O)(=O)=O.Cl[C:20]1[CH:28]=[CH:27][C:26]([S:29]([CH:32]([CH3:34])[CH3:33])(=[O:31])=[O:30])=[CH:25][C:21]=1[C:22]([OH:24])=[O:23].N1CCCC1. No catalyst specified. The product is [CH3:33][CH:32]([S:29]([C:26]1[CH:27]=[CH:28][C:20]([N:14]2[CH2:18][CH2:17][CH2:16][CH2:15]2)=[C:21]([CH:25]=1)[C:22]([OH:24])=[O:23])(=[O:31])=[O:30])[CH3:34]. The yield is 0.720. (5) The yield is 0.980. The product is [C:1]([C:5]1[CH:6]=[C:7]([CH:12]=[CH:13][C:14]=1[O:15][S:19]([C:22]([F:25])([F:24])[F:23])(=[O:21])=[O:20])[C:8]([O:10][CH3:11])=[O:9])([CH3:4])([CH3:2])[CH3:3]. The catalyst is CN(C1C=CN=CC=1)C. The reactants are [C:1]([C:5]1[CH:6]=[C:7]([CH:12]=[CH:13][C:14]=1[OH:15])[C:8]([O:10][CH3:11])=[O:9])([CH3:4])([CH3:3])[CH3:2].C(Cl)Cl.[S:19](O[S:19]([C:22]([F:25])([F:24])[F:23])(=[O:21])=[O:20])([C:22]([F:25])([F:24])[F:23])(=[O:21])=[O:20]. (6) The reactants are [CH2:1]([C:3]([C:14]1[CH:27]=[CH:26][C:17]([O:18][CH2:19][C:20](=[O:25])[C:21]([CH3:24])([CH3:23])[CH3:22])=[C:16]([CH3:28])[CH:15]=1)([C:6]1[CH:11]=[CH:10][C:9]([OH:12])=[C:8]([CH3:13])[CH:7]=1)[CH2:4][CH3:5])[CH3:2].[CH3:29][C:30]([Si:33](Cl)([CH3:35])[CH3:34])([CH3:32])[CH3:31]. No catalyst specified. The product is [C:30]([Si:33]([CH3:35])([CH3:34])[O:12][C:9]1[CH:10]=[CH:11][C:6]([C:3]([C:14]2[CH:27]=[CH:26][C:17]([O:18][CH2:19][C:20](=[O:25])[C:21]([CH3:23])([CH3:22])[CH3:24])=[C:16]([CH3:28])[CH:15]=2)([CH2:4][CH3:5])[CH2:1][CH3:2])=[CH:7][C:8]=1[CH3:13])([CH3:32])([CH3:31])[CH3:29]. The yield is 0.900. (7) The reactants are [CH3:1][N:2]([CH3:15])[C:3]1[CH:8]=[CH:7][C:6]([C:9]2[CH:14]=[CH:13][N:12]=[CH:11][CH:10]=2)=[CH:5][CH:4]=1.[CH2:16]([I:18])[CH3:17].C(OCC)C. The catalyst is C(#N)C. The product is [I-:18].[CH3:1][N:2]([CH3:15])[C:3]1[CH:4]=[CH:5][C:6]([C:9]2[CH:10]=[CH:11][N+:12]([CH2:16][CH3:17])=[CH:13][CH:14]=2)=[CH:7][CH:8]=1. The yield is 0.180. (8) The reactants are Cl[CH2:2][C:3]1[CH:8]=[CH:7][CH:6]=[C:5]([S:9][CH:10]2[CH2:13][CH2:12][CH2:11]2)[N:4]=1.C[O:15][C:16]([CH:18]1[CH2:20][CH:19]1[C:21]1[CH:26]=[C:25]([F:27])[C:24]([OH:28])=[C:23]([F:29])[CH:22]=1)=[O:17]. No catalyst specified. The product is [CH:10]1([S:9][C:5]2[N:4]=[C:3]([CH2:2][O:28][C:24]3[C:23]([F:29])=[CH:22][C:21]([CH:19]4[CH2:20][CH:18]4[C:16]([OH:17])=[O:15])=[CH:26][C:25]=3[F:27])[CH:8]=[CH:7][CH:6]=2)[CH2:13][CH2:12][CH2:11]1. The yield is 0.880. (9) The product is [CH2:1]([O:3][C:4]1[N:5]=[C:6]([C:14]2[CH:19]=[CH:18][N:17]=[C:16]([NH:20][C:21](=[O:23])[CH3:22])[CH:15]=2)[S:7][C:8]=1[C:9]1[N:13]=[CH:12][N:11]([CH:37]2[CH2:38][CH2:39][CH2:40][CH2:41][O:36]2)[N:10]=1)[CH3:2]. The reactants are [CH2:1]([O:3][C:4]1[N:5]=[C:6]([C:14]2[CH:19]=[CH:18][N:17]=[C:16]([NH:20][C:21](=[O:23])[CH3:22])[CH:15]=2)[S:7][C:8]=1[C:9]1[NH:13][CH:12]=[N:11][N:10]=1)[CH3:2].O.C1(C)C=CC(S(O)(=O)=O)=CC=1.[O:36]1[CH:41]=[CH:40][CH2:39][CH2:38][CH2:37]1. The yield is 0.600. The catalyst is O1CCCC1. (10) The reactants are [CH3:1][CH:2]1[NH:7][CH2:6][CH2:5][N:4]([C:8]2[CH:15]=[CH:14][C:11]([C:12]#[N:13])=[CH:10][N:9]=2)[CH2:3]1.[C:16]([CH2:18][CH2:19][C:20]([CH3:25])([CH3:24])[C:21](O)=[O:22])#[N:17]. No catalyst specified. The product is [C:16]([CH2:18][CH2:19][C:20]([CH3:25])([CH3:24])[C:21]([N:7]1[CH2:6][CH2:5][N:4]([C:8]2[CH:15]=[CH:14][C:11]([C:12]#[N:13])=[CH:10][N:9]=2)[CH2:3][CH:2]1[CH3:1])=[O:22])#[N:17]. The yield is 0.170.